Task: Predict the reaction yield, written as a fraction of the theoretical maximum amount of product (1.0 means a 100% yield; for example, 0.34 means a 34% yield).. Dataset: Reaction yield outcomes from USPTO patents with 853,638 reactions (1) The reactants are [CH:1]([C:4]1[N:8]=[C:7]([N:9]2[CH2:14][CH2:13][CH:12]([N:15]3[CH2:19][CH2:18][C@H:17]([NH:20][C:21](=[O:27])[O:22][C:23]([CH3:26])([CH3:25])[CH3:24])[C:16]3=[O:28])[CH2:11][CH2:10]2)[S:6][N:5]=1)([CH3:3])[CH3:2].[H-].[Na+].I[CH3:32].O. The catalyst is CN(C=O)C. The product is [CH:1]([C:4]1[N:8]=[C:7]([N:9]2[CH2:14][CH2:13][CH:12]([N:15]3[CH2:19][CH2:18][C@H:17]([N:20]([CH3:32])[C:21](=[O:27])[O:22][C:23]([CH3:26])([CH3:25])[CH3:24])[C:16]3=[O:28])[CH2:11][CH2:10]2)[S:6][N:5]=1)([CH3:3])[CH3:2]. The yield is 0.915. (2) The reactants are [Cl:1][C:2]1[CH:3]=[C:4]([C:8]2[CH:9]=[C:10]([CH2:16][N:17]3[CH:21]=[C:20]([C:22]#[N:23])[CH:19]=[N:18]3)[CH:11]=[N:12][C:13]=2[O:14][CH3:15])[CH:5]=[CH:6][CH:7]=1.[OH-:24].[Na+].OO.O. The catalyst is CO. The product is [Cl:1][C:2]1[CH:3]=[C:4]([C:8]2[CH:9]=[C:10]([CH2:16][N:17]3[CH:21]=[C:20]([C:22]([NH2:23])=[O:24])[CH:19]=[N:18]3)[CH:11]=[N:12][C:13]=2[O:14][CH3:15])[CH:5]=[CH:6][CH:7]=1. The yield is 0.950. (3) The reactants are Br[C:2]1[S:6][C:5]2[C:7]([Br:11])=[C:8](Br)[S:9][C:4]=2[C:3]=1[Br:12].[C:13]1([Li])[CH:18]=[CH:17][CH:16]=[CH:15][CH:14]=1.C([O:24][CH2:25][CH2:26][CH2:27][CH3:28])CCC.[C:29](Cl)(=[O:40])[CH2:30][CH2:31][CH2:32][CH2:33][CH2:34][CH2:35][CH2:36][CH2:37][CH2:38][CH3:39].[CH2:42]1COCC1. No catalyst specified. The product is [Br:12][C:3]1[C:4]2[S:9][C:8]([C:25](=[O:24])[CH2:26][CH2:27][CH2:28][CH2:42][CH2:14][CH2:15][CH2:16][CH2:17][CH2:18][CH3:13])=[C:7]([Br:11])[C:5]=2[S:6][C:2]=1[C:29](=[O:40])[CH2:30][CH2:31][CH2:32][CH2:33][CH2:34][CH2:35][CH2:36][CH2:37][CH2:38][CH3:39]. The yield is 0.413. (4) The reactants are [NH2:1][CH2:2][C:3]([NH:5][CH2:6][C:7]1[N:8]=[C:9]([NH:12][C:13]([NH:15][C:16]2[CH:21]=[CH:20][C:19]([CH3:22])=[CH:18][C:17]=2[C:23]([CH:25]2[CH2:29][CH2:28][CH2:27][CH2:26]2)=[O:24])=[O:14])[S:10][CH:11]=1)=[O:4].Br[CH2:31][C:32]([O:34][CH3:35])=[O:33]. The catalyst is C1COCC1. The product is [CH3:35][O:34][C:32](=[O:33])[CH2:31][NH:1][CH2:2][C:3](=[O:4])[NH:5][CH2:6][C:7]1[N:8]=[C:9]([NH:12][C:13]([NH:15][C:16]2[CH:21]=[CH:20][C:19]([CH3:22])=[CH:18][C:17]=2[C:23]([CH:25]2[CH2:29][CH2:28][CH2:27][CH2:26]2)=[O:24])=[O:14])[S:10][CH:11]=1. The yield is 0.880. (5) The reactants are [Br:1][C:2]1[CH:3]=[CH:4][C:5]2[O:14][C:13]3[C:12](=[O:15])[NH:11][C:10]([CH2:16][CH:17]4[CH2:22][CH2:21][NH:20][CH2:19][CH2:18]4)=[N:9][C:8]=3[C:6]=2[CH:7]=1.C=O.[CH:25](O)=O.[OH-].[Na+]. The catalyst is O. The product is [Br:1][C:2]1[CH:3]=[CH:4][C:5]2[O:14][C:13]3[C:12](=[O:15])[NH:11][C:10]([CH2:16][CH:17]4[CH2:22][CH2:21][N:20]([CH3:25])[CH2:19][CH2:18]4)=[N:9][C:8]=3[C:6]=2[CH:7]=1. The yield is 0.176. (6) The reactants are [Cl:1][C:2]1[CH:7]=[CH:6][C:5]([OH:8])=[CH:4][CH:3]=1.O.[I:10]I.C(=O)(O)[O-].[Na+]. The catalyst is C1COCC1. The product is [Cl:1][C:2]1[CH:7]=[CH:6][C:5]([OH:8])=[C:4]([I:10])[CH:3]=1. The yield is 0.0700.